This data is from Full USPTO retrosynthesis dataset with 1.9M reactions from patents (1976-2016). The task is: Predict the reactants needed to synthesize the given product. (1) Given the product [Cl:1][C:2]1[CH:16]=[CH:15][C:5]([C:6]([C:8]2[CH:13]=[CH:12][C:11]([O:14][CH:18]3[CH2:19][CH2:20][CH2:21][CH2:22][O:17]3)=[CH:10][CH:9]=2)=[O:7])=[CH:4][CH:3]=1, predict the reactants needed to synthesize it. The reactants are: [Cl:1][C:2]1[CH:16]=[CH:15][C:5]([C:6]([C:8]2[CH:13]=[CH:12][C:11]([OH:14])=[CH:10][CH:9]=2)=[O:7])=[CH:4][CH:3]=1.[O:17]1[CH:22]=[CH:21][CH2:20][CH2:19][CH2:18]1.C1(C)C=CC(S(O)(=O)=O)=CC=1.[OH-].[Na+]. (2) Given the product [C:18]([O:22][C:23]([N:14]1[CH2:13][CH2:12][C:11]2[C:16](=[C:7]([NH:6][CH2:5][C:4]([O:3][CH2:1][CH3:2])=[O:17])[CH:8]=[CH:9][CH:10]=2)[CH2:15]1)=[O:24])([CH3:21])([CH3:20])[CH3:19], predict the reactants needed to synthesize it. The reactants are: [CH2:1]([O:3][C:4](=[O:17])[CH2:5][NH:6][C:7]1[CH:8]=[CH:9][CH:10]=[C:11]2[C:16]=1[CH2:15][NH:14][CH2:13][CH2:12]2)[CH3:2].[C:18]([O:22][C:23](O[C:23]([O:22][C:18]([CH3:21])([CH3:20])[CH3:19])=[O:24])=[O:24])([CH3:21])([CH3:20])[CH3:19]. (3) Given the product [CH:13]1([N:16]2[CH2:21][CH2:20][CH:19]([NH:22][C:1]([NH:45][C:40]3[CH:41]=[C:42]4[C:37](=[CH:38][CH:39]=3)[N:36]=[C:35]([NH:34][CH:32]3[C:33]5[C:29](=[CH:28][CH:27]=[CH:26][C:25]=5[O:24][CH3:23])[CH2:30][CH2:31]3)[CH:44]=[CH:43]4)=[O:2])[CH2:18][CH2:17]2)[CH2:15][CH2:14]1, predict the reactants needed to synthesize it. The reactants are: [C:1](=O)(OC(Cl)(Cl)Cl)[O:2]C(Cl)(Cl)Cl.[CH:13]1([N:16]2[CH2:21][CH2:20][CH:19]([NH2:22])[CH2:18][CH2:17]2)[CH2:15][CH2:14]1.[CH3:23][O:24][C:25]1[CH:26]=[CH:27][CH:28]=[C:29]2[C:33]=1[CH:32]([NH:34][C:35]1[CH:44]=[CH:43][C:42]3[C:37](=[CH:38][CH:39]=[C:40]([NH2:45])[CH:41]=3)[N:36]=1)[CH2:31][CH2:30]2.